Dataset: Full USPTO retrosynthesis dataset with 1.9M reactions from patents (1976-2016). Task: Predict the reactants needed to synthesize the given product. Given the product [CH:1]1[C:10]2[C:5](=[CH:6][CH:7]=[CH:8][CH:9]=2)[CH:4]=[CH:3][C:2]=1[C:11]1[C:12]2[CH2:11][C:2]3[C:1](=[CH:10][CH:5]=[CH:4][CH:3]=3)[C:15]=2[C:14]([C:18]#[N:19])=[C:13]([N:20]2[CH2:25][CH2:24][CH2:23][CH2:22][CH2:21]2)[CH:12]=1, predict the reactants needed to synthesize it. The reactants are: [CH:1]1[C:10]2[C:5](=[CH:6][CH:7]=[CH:8][CH:9]=2)[CH:4]=[CH:3][C:2]=1[C:11]1O[C:15](=O)[C:14]([C:18]#[N:19])=[C:13]([N:20]2[CH2:25][CH2:24][CH2:23][CH2:22][CH2:21]2)[CH:12]=1.[H-].[Na+].